Dataset: Forward reaction prediction with 1.9M reactions from USPTO patents (1976-2016). Task: Predict the product of the given reaction. (1) Given the reactants [NH2:1][C:2]1[CH:7]=[CH:6][C:5]([F:8])=[CH:4][C:3]=1[OH:9].N1C=CC=CC=1.[C:16](Cl)(=[O:25])[CH:17]=[CH:18][C:19]1[CH:24]=[CH:23][CH:22]=[CH:21][CH:20]=1.O, predict the reaction product. The product is: [F:8][C:5]1[CH:6]=[CH:7][C:2]([NH:1][C:16](=[O:25])[CH:17]=[CH:18][C:19]2[CH:24]=[CH:23][CH:22]=[CH:21][CH:20]=2)=[C:3]([OH:9])[CH:4]=1. (2) Given the reactants [S:1]=[C:2]1[NH:7][C:6]2[NH:8][CH:9]=[CH:10][C:5]=2[C:4](=[O:11])[N:3]1[C:12]1[CH:17]=[CH:16][C:15]([O:18][CH2:19][C:20]([F:23])([F:22])[F:21])=[CH:14][CH:13]=1.C(=O)([O-])O.[Na+].I[CH2:30][CH3:31].CN(C)C=O, predict the reaction product. The product is: [CH2:30]([S:1][C:2]1[N:3]([C:12]2[CH:13]=[CH:14][C:15]([O:18][CH2:19][C:20]([F:23])([F:22])[F:21])=[CH:16][CH:17]=2)[C:4](=[O:11])[C:5]2[CH:10]=[CH:9][NH:8][C:6]=2[N:7]=1)[CH3:31]. (3) Given the reactants [N+:1]([C:4]1[CH:26]=[CH:25][C:7]2[NH:8][C:9]([C:11]3[O:15][C:14]([C:16]4[CH:24]=[CH:23][C:19]([C:20]([OH:22])=[O:21])=[CH:18][CH:17]=4)=[CH:13][CH:12]=3)=[N:10][C:6]=2[CH:5]=1)([O-:3])=[O:2].[CH3:27]OC(=O)C1C=CC(C2OC(C=O)=CC=2)=CC=1C.[N+](C1C=C(N)C(N)=CC=1)([O-])=O.C1(=O)C=CC(=O)C=C1, predict the reaction product. The product is: [CH3:27][O:21][C:20](=[O:22])[C:19]1[CH:23]=[CH:24][C:16]([C:14]2[O:15][C:11]([C:9]3[NH:8][C:7]4[CH:25]=[CH:26][C:4]([N+:1]([O-:3])=[O:2])=[CH:5][C:6]=4[N:10]=3)=[CH:12][CH:13]=2)=[CH:17][CH:18]=1. (4) Given the reactants [C:1]([C:4]1[CH:9]=[CH:8][C:7]([CH2:10][C:11]([O:13]CC)=[O:12])=[C:6]([NH:16][C:17]([O:19][CH2:20][CH:21]=[CH2:22])=[O:18])[CH:5]=1)(=[O:3])[CH3:2].[OH-].[Na+].Cl, predict the reaction product. The product is: [C:1]([C:4]1[CH:9]=[CH:8][C:7]([CH2:10][C:11]([OH:13])=[O:12])=[C:6]([NH:16][C:17]([O:19][CH2:20][CH:21]=[CH2:22])=[O:18])[CH:5]=1)(=[O:3])[CH3:2]. (5) Given the reactants C[O:2][C:3]([C:5]1([C:9]2[CH:14]=[CH:13][CH:12]=[C:11]([O:15][CH2:16][CH2:17][CH2:18][N:19]([CH2:34][C:35]3[CH:40]=[CH:39][CH:38]=[C:37]([C:41]([F:44])([F:43])[F:42])[C:36]=3[Cl:45])[CH2:20][CH:21]([C:28]3[CH:33]=[CH:32][CH:31]=[CH:30][CH:29]=3)[C:22]3[CH:27]=[CH:26][CH:25]=[CH:24][CH:23]=3)[CH:10]=2)[CH2:8][CH2:7][CH2:6]1)=[O:4].[Li+].[Cl-], predict the reaction product. The product is: [ClH:45].[Cl:45][C:36]1[C:37]([C:41]([F:42])([F:43])[F:44])=[CH:38][CH:39]=[CH:40][C:35]=1[CH2:34][N:19]([CH2:20][CH:21]([C:22]1[CH:27]=[CH:26][CH:25]=[CH:24][CH:23]=1)[C:28]1[CH:29]=[CH:30][CH:31]=[CH:32][CH:33]=1)[CH2:18][CH2:17][CH2:16][O:15][C:11]1[CH:10]=[C:9]([C:5]2([C:3]([OH:4])=[O:2])[CH2:6][CH2:7][CH2:8]2)[CH:14]=[CH:13][CH:12]=1. (6) Given the reactants [OH:1][C:2]1([CH2:15][N:16]2[C:25](=[O:26])[C:24]3[C:19](=[C:20]([CH3:27])[CH:21]=[CH:22][CH:23]=3)[N:18]=[CH:17]2)[CH2:7][CH2:6][N:5](C(OC(C)(C)C)=O)[CH2:4][CH2:3]1.[F:28][C:29]([F:34])([F:33])[C:30]([OH:32])=[O:31], predict the reaction product. The product is: [F:28][C:29]([F:34])([F:33])[C:30]([OH:32])=[O:31].[OH:1][C:2]1([CH2:15][N:16]2[C:25](=[O:26])[C:24]3[C:19](=[C:20]([CH3:27])[CH:21]=[CH:22][CH:23]=3)[N:18]=[CH:17]2)[CH2:3][CH2:4][NH:5][CH2:6][CH2:7]1. (7) Given the reactants C[N:2]([C:4]1[CH:9]=[CH:8][CH:7]=[CH:6][N:5]=1)C.CCN(CC)CC.CC([O:20][C:21]([CH3:23])=[O:22])=O.C([O:28]C)(C)(C)C.C[C:31]([N:33](C)C)=[O:32], predict the reaction product. The product is: [C:21]([O:20][CH2:7][CH2:6][N:5]1[C:4]([NH2:2])=[CH:9][C:8](=[O:28])[NH:33][C:31]1=[O:32])(=[O:22])[CH3:23]. (8) Given the reactants [CH:1]1([C:4]2[CH:5]=[CH:6][C:7]([F:17])=[C:8]3[C:12]=2[NH:11][CH:10]=[C:9]3[C:13]([O:15]C)=[O:14])[CH2:3][CH2:2]1.Cl[CH2:19][C:20]1[CH:25]=[CH:24][C:23]([C:26]2[CH:27]=[N:28][N:29]([CH3:31])[CH:30]=2)=[CH:22][C:21]=1[F:32], predict the reaction product. The product is: [CH:1]1([C:4]2[CH:5]=[CH:6][C:7]([F:17])=[C:8]3[C:12]=2[N:11]([CH2:19][C:20]2[CH:25]=[CH:24][C:23]([C:26]4[CH:27]=[N:28][N:29]([CH3:31])[CH:30]=4)=[CH:22][C:21]=2[F:32])[CH:10]=[C:9]3[C:13]([OH:15])=[O:14])[CH2:3][CH2:2]1.